Dataset: Catalyst prediction with 721,799 reactions and 888 catalyst types from USPTO. Task: Predict which catalyst facilitates the given reaction. (1) Reactant: [Cl-].[Al+3].[Cl-].[Cl-].[C:5]1([C:11]2[CH:19]=[CH:18][C:14]([C:15](Cl)=[O:16])=[CH:13][CH:12]=2)[CH:10]=[CH:9][CH:8]=[CH:7][CH:6]=1.[CH3:20][O:21][C:22]([C:24]1[CH:33]=[CH:32][C:27]2[O:28][C:29]([CH3:31])=[CH:30][C:26]=2[CH:25]=1)=[O:23]. Product: [CH3:20][O:21][C:22]([C:24]1[CH:33]=[CH:32][C:27]2[O:28][C:29]([CH3:31])=[C:30]([C:15](=[O:16])[C:14]3[CH:18]=[CH:19][C:11]([C:5]4[CH:10]=[CH:9][CH:8]=[CH:7][CH:6]=4)=[CH:12][CH:13]=3)[C:26]=2[CH:25]=1)=[O:23]. The catalyst class is: 2. (2) Product: [CH3:28][N:29]([C:22]([C:21]1[CH:20]=[CH:19][C:18]([NH:17][CH:4]([C:5]2[CH:9]=[C:8]([C:10]3[CH:11]=[CH:12][CH:13]=[CH:14][CH:15]=3)[O:7][C:6]=2[CH3:16])[CH2:3][CH:2]([CH3:1])[CH3:27])=[CH:26][CH:25]=1)=[O:24])[CH2:30][CH2:31][C:32]([O:34][CH2:35][CH3:36])=[O:33]. The catalyst class is: 842. Reactant: [CH3:1][CH:2]([CH3:27])[CH2:3][CH:4]([NH:17][C:18]1[CH:26]=[CH:25][C:21]([C:22]([OH:24])=O)=[CH:20][CH:19]=1)[C:5]1[CH:9]=[C:8]([C:10]2[CH:15]=[CH:14][CH:13]=[CH:12][CH:11]=2)[O:7][C:6]=1[CH3:16].[CH3:28][NH:29][CH2:30][CH2:31][C:32]([O:34][CH2:35][CH3:36])=[O:33].Cl.C(N=C=NCCCN(C)C)C.O.OC1C2N=NNC=2C=CC=1. (3) Reactant: [Cl:1][C:2]1[CH:3]=[N:4][NH:5][C:6](=[O:9])[C:7]=1[Cl:8].[C:10](=O)([O-])[O-].[K+].[K+].IC. Product: [Cl:8][C:7]1[C:6](=[O:9])[N:5]([CH3:10])[N:4]=[CH:3][C:2]=1[Cl:1]. The catalyst class is: 9.